Predict the product of the given reaction. From a dataset of Forward reaction prediction with 1.9M reactions from USPTO patents (1976-2016). The product is: [Cl:28][C:6]1[CH:5]=[N:4][CH:3]=[C:2]([Cl:1])[C:7]=1[NH+:8]([O-:37])[C:9]([C:11]1[C:19]2[C:18]3[CH:20]=[CH:21][CH:22]=[CH:23][C:17]=3[O:16][C:15]=2[C:14]([O:24][CH:25]([CH3:26])[CH3:27])=[CH:13][CH:12]=1)=[O:10]. Given the reactants [Cl:1][C:2]1[CH:3]=[N:4][CH:5]=[C:6]([Cl:28])[C:7]=1[NH:8][C:9]([C:11]1[C:19]2[C:18]3[CH:20]=[CH:21][CH:22]=[CH:23][C:17]=3[O:16][C:15]=2[C:14]([O:24][CH:25]([CH3:27])[CH3:26])=[CH:13][CH:12]=1)=[O:10].ClC1C=CC=C(C(OO)=[O:37])C=1, predict the reaction product.